Dataset: NCI-60 drug combinations with 297,098 pairs across 59 cell lines. Task: Regression. Given two drug SMILES strings and cell line genomic features, predict the synergy score measuring deviation from expected non-interaction effect. (1) Drug 2: CC1C(C(CC(O1)OC2CC(CC3=C2C(=C4C(=C3O)C(=O)C5=CC=CC=C5C4=O)O)(C(=O)C)O)N)O. Synergy scores: CSS=27.4, Synergy_ZIP=-0.785, Synergy_Bliss=-2.58, Synergy_Loewe=-59.5, Synergy_HSA=-4.21. Drug 1: C1CN(P(=O)(OC1)NCCCl)CCCl. Cell line: OVCAR3. (2) Drug 1: C1=NC(=NC(=O)N1C2C(C(C(O2)CO)O)O)N. Drug 2: COCCOC1=C(C=C2C(=C1)C(=NC=N2)NC3=CC=CC(=C3)C#C)OCCOC.Cl. Cell line: SF-295. Synergy scores: CSS=17.7, Synergy_ZIP=-3.63, Synergy_Bliss=-0.389, Synergy_Loewe=0.0997, Synergy_HSA=1.28. (3) Drug 1: CN1C2=C(C=C(C=C2)N(CCCl)CCCl)N=C1CCCC(=O)O.Cl. Drug 2: COCCOC1=C(C=C2C(=C1)C(=NC=N2)NC3=CC=CC(=C3)C#C)OCCOC.Cl. Cell line: KM12. Synergy scores: CSS=2.28, Synergy_ZIP=-1.52, Synergy_Bliss=-3.52, Synergy_Loewe=-1.42, Synergy_HSA=-3.00.